This data is from NCI-60 drug combinations with 297,098 pairs across 59 cell lines. The task is: Regression. Given two drug SMILES strings and cell line genomic features, predict the synergy score measuring deviation from expected non-interaction effect. Synergy scores: CSS=8.66, Synergy_ZIP=-1.18, Synergy_Bliss=-0.930, Synergy_Loewe=-1.96, Synergy_HSA=-2.13. Drug 1: CC12CCC(CC1=CCC3C2CCC4(C3CC=C4C5=CN=CC=C5)C)O. Drug 2: CC1=C(C=C(C=C1)NC(=O)C2=CC=C(C=C2)CN3CCN(CC3)C)NC4=NC=CC(=N4)C5=CN=CC=C5. Cell line: UACC-257.